This data is from Forward reaction prediction with 1.9M reactions from USPTO patents (1976-2016). The task is: Predict the product of the given reaction. (1) The product is: [F:1][C:2]([F:14])([F:15])[CH2:3][O:4][C:5]1[CH:10]=[CH:9][C:8]([NH2:11])=[CH:7][CH:6]=1. Given the reactants [F:1][C:2]([F:15])([F:14])[CH2:3][O:4][C:5]1[CH:10]=[CH:9][C:8]([N+:11]([O-])=O)=[CH:7][CH:6]=1.[H][H], predict the reaction product. (2) Given the reactants [Br:1][C:2]1[CH:3]=[C:4]2[C:9](=[CH:10][CH:11]=1)[N:8]=[C:7]([CH2:12][N:13]1[CH2:17][CH2:16][CH2:15][CH2:14]1)[CH:6]=[CH:5]2.[OH-].[Na+], predict the reaction product. The product is: [Br:1][C:2]1[CH:3]=[C:4]2[C:9](=[CH:10][CH:11]=1)[NH:8][CH:7]([CH2:12][N:13]1[CH2:17][CH2:16][CH2:15][CH2:14]1)[CH2:6][CH2:5]2. (3) The product is: [Br:1][C:2]1[CH:3]=[C:4]2[C:9](=[CH:10][CH:11]=1)[N:8]=[CH:7][CH:6]=[C:5]2[C:16]1[CH:17]=[CH:18][N:13]=[CH:14][CH:15]=1. Given the reactants [Br:1][C:2]1[CH:3]=[C:4]2[C:9](=[CH:10][CH:11]=1)[N:8]=[CH:7][CH:6]=[C:5]2I.[N:13]1[CH:18]=[CH:17][C:16](B(O)O)=[CH:15][CH:14]=1.C(=O)([O-])[O-].[K+].[K+], predict the reaction product.